Dataset: Reaction yield outcomes from USPTO patents with 853,638 reactions. Task: Predict the reaction yield, written as a fraction of the theoretical maximum amount of product (1.0 means a 100% yield; for example, 0.34 means a 34% yield). The reactants are [Cl:1][C:2]1[N:10]=[CH:9][CH:8]=[CH:7][C:3]=1[C:4]([OH:6])=O.[O:11]([C:18]1[S:22][C:21]([CH2:23][NH2:24])=[CH:20][CH:19]=1)[C:12]1[CH:17]=[CH:16][CH:15]=[CH:14][CH:13]=1.F[P-](F)(F)(F)(F)F.N1(O[P+](N(C)C)(N(C)C)N(C)C)C2C=CC=CC=2N=N1.C(N(CC)CC)C. The catalyst is CN(C)C=O.O. The product is [Cl:1][C:2]1[N:10]=[CH:9][CH:8]=[CH:7][C:3]=1[C:4]([NH:24][CH2:23][C:21]1[S:22][C:18]([O:11][C:12]2[CH:13]=[CH:14][CH:15]=[CH:16][CH:17]=2)=[CH:19][CH:20]=1)=[O:6]. The yield is 0.460.